Dataset: Reaction yield outcomes from USPTO patents with 853,638 reactions. Task: Predict the reaction yield, written as a fraction of the theoretical maximum amount of product (1.0 means a 100% yield; for example, 0.34 means a 34% yield). (1) The reactants are [CH2:1]([O:8][CH2:9][C:10]1[N:15]=[C:14]([OH:16])[C:13]([C:17]([OH:19])=O)=[CH:12][N:11]=1)[C:2]1[CH:7]=[CH:6][CH:5]=[CH:4][CH:3]=1.[C:20]1([CH:26]([C:28]2[CH:33]=[CH:32][CH:31]=[CH:30][CH:29]=2)[NH2:27])[CH:25]=[CH:24][CH:23]=[CH:22][CH:21]=1.CN(C(ON1N=NC2C=CC=NC1=2)=[N+](C)C)C.F[P-](F)(F)(F)(F)F. The catalyst is CN(C=O)C. The product is [CH:26]([NH:27][C:17]([C:13]1[C:14]([OH:16])=[N:15][C:10]([CH2:9][O:8][CH2:1][C:2]2[CH:3]=[CH:4][CH:5]=[CH:6][CH:7]=2)=[N:11][CH:12]=1)=[O:19])([C:28]1[CH:29]=[CH:30][CH:31]=[CH:32][CH:33]=1)[C:20]1[CH:25]=[CH:24][CH:23]=[CH:22][CH:21]=1. The yield is 0.960. (2) The reactants are N[C:2]1[S:3][C:4]([I:11])=[C:5]([C:7]([O:9][CH3:10])=[O:8])[N:6]=1.C(ON=O)(C)(C)C. The catalyst is O1CCCC1. The product is [I:11][C:4]1[S:3][CH:2]=[N:6][C:5]=1[C:7]([O:9][CH3:10])=[O:8]. The yield is 0.400.